From a dataset of Full USPTO retrosynthesis dataset with 1.9M reactions from patents (1976-2016). Predict the reactants needed to synthesize the given product. (1) Given the product [F:41][C:40]([F:43])([F:42])[CH2:39][N:4]1[CH2:5][CH2:6][N:1]([C:7]2[CH:8]=[CH:9][C:10]([C:13]3[NH:22][C:21](=[O:23])[C:20]4[C:15](=[CH:16][CH:17]=[CH:18][CH:19]=4)[N:14]=3)=[CH:11][CH:12]=2)[CH2:2][CH2:3]1, predict the reactants needed to synthesize it. The reactants are: [N:1]1([C:7]2[CH:12]=[CH:11][C:10]([C:13]3[NH:22][C:21](=[O:23])[C:20]4[C:15](=[CH:16][CH:17]=[CH:18][CH:19]=4)[N:14]=3)=[CH:9][CH:8]=2)[CH2:6][CH2:5][NH:4][CH2:3][CH2:2]1.CCN(C(C)C)C(C)C.FC(F)(F)S(O[CH2:39][C:40]([F:43])([F:42])[F:41])(=O)=O. (2) Given the product [CH:1]1([C:7]2[C:15]3[C:10](=[CH:11][C:12]([C:16]([O:18][CH3:19])=[O:17])=[CH:13][CH:14]=3)[N:9]([C:20]([O:22][C:23]([CH3:24])([CH3:26])[CH3:25])=[O:21])[C:8]=2[C:43]2[CH:48]=[CH:47][CH:46]=[C:45]([CH2:49][CH2:50][N:51]([CH3:52])[CH3:53])[CH:44]=2)[CH2:2][CH2:3][CH2:4][CH2:5][CH2:6]1, predict the reactants needed to synthesize it. The reactants are: [CH:1]1([C:7]2[C:15]3[C:10](=[CH:11][C:12]([C:16]([O:18][CH3:19])=[O:17])=[CH:13][CH:14]=3)[N:9]([C:20]([O:22][C:23]([CH3:26])([CH3:25])[CH3:24])=[O:21])[C:8]=2[Sn](CCCC)(CCCC)CCCC)[CH2:6][CH2:5][CH2:4][CH2:3][CH2:2]1.[F-].[Cs+].Br[C:43]1[CH:44]=[C:45]([CH2:49][CH2:50][N:51]([CH3:53])[CH3:52])[CH:46]=[CH:47][CH:48]=1.P(C(C)(C)C)(C(C)(C)C)C(C)(C)C.